This data is from Reaction yield outcomes from USPTO patents with 853,638 reactions. The task is: Predict the reaction yield, written as a fraction of the theoretical maximum amount of product (1.0 means a 100% yield; for example, 0.34 means a 34% yield). (1) The reactants are [NH:1]1[CH:5]=[C:4]([C:6]2[S:7][C:8]([CH:11]=[O:12])=[CH:9][N:10]=2)[CH:3]=[N:2]1.[CH2:13]([Mg]Br)[CH3:14].C(OCC)C. The catalyst is C1COCC1. The product is [NH:2]1[CH:3]=[C:4]([C:6]2[S:7][C:8]([CH:11]([OH:12])[CH2:13][CH3:14])=[CH:9][N:10]=2)[CH:5]=[N:1]1. The yield is 0.630. (2) The reactants are [CH2:1]([O:3][CH2:4][O:5][C:6]([C:9]1[CH:14]=[CH:13][C:12]([C:15]([O:18]COCC)(C)[CH3:16])=[CH:11][C:10]=1[B:23]1[O:27][C:26]([CH3:29])([CH3:28])[C:25]([CH3:31])([CH3:30])[O:24]1)([CH3:8])[CH3:7])[CH3:2].Cl. The catalyst is C1COCC1. The product is [CH2:1]([O:3][CH2:4][O:5][C:6]([C:9]1[CH:14]=[CH:13][C:12]([C:15](=[O:18])[CH3:16])=[CH:11][C:10]=1[B:23]1[O:27][C:26]([CH3:29])([CH3:28])[C:25]([CH3:30])([CH3:31])[O:24]1)([CH3:7])[CH3:8])[CH3:2]. The yield is 0.450. (3) The yield is 0.530. The reactants are [CH2:1]([N:8]1[CH:12]=[C:11]([CH2:13][CH2:14][CH2:15][CH:16]2OCC[O:17]2)[C:10]([O:21][CH2:22][CH3:23])=[N:9]1)[C:2]1[CH:7]=[CH:6][CH:5]=[CH:4][CH:3]=1.Cl.C(O)C.[Cl-].[NH4+]. The product is [CH2:1]([N:8]1[CH:12]=[C:11]([CH2:13][CH2:14][CH2:15][CH:16]=[O:17])[C:10]([O:21][CH2:22][CH3:23])=[N:9]1)[C:2]1[CH:3]=[CH:4][CH:5]=[CH:6][CH:7]=1. The catalyst is O1CCCC1. (4) The reactants are [Cl-].O[NH3+:3].[C:4](=[O:7])([O-])[OH:5].[Na+].CS(C)=O.[CH3:13][C:14]1[CH:19]=[C:18]([CH3:20])[N:17]=[CH:16][C:15]=1[O:21][C:22]1[C:27](=[O:28])[N:26]([CH2:29][C:30]2[CH:35]=[CH:34][C:33]([C:36]3[C:37]([C:42]#[N:43])=[CH:38][CH:39]=[CH:40][CH:41]=3)=[CH:32][CH:31]=2)[C:25]([CH2:44][CH2:45][CH3:46])=[N:24][C:23]=1[CH2:47][CH3:48]. The catalyst is C(OCC)(=O)C. The product is [CH3:13][C:14]1[CH:19]=[C:18]([CH3:20])[N:17]=[CH:16][C:15]=1[O:21][C:22]1[C:27](=[O:28])[N:26]([CH2:29][C:30]2[CH:35]=[CH:34][C:33]([C:36]3[CH:41]=[CH:40][CH:39]=[CH:38][C:37]=3[C:42]3[NH:3][C:4](=[O:7])[O:5][N:43]=3)=[CH:32][CH:31]=2)[C:25]([CH2:44][CH2:45][CH3:46])=[N:24][C:23]=1[CH2:47][CH3:48]. The yield is 0.600. (5) The reactants are BrC1C=CC(N)=CC=1F.C(OCC)(=O)/C=C/C.[NH2:18][C:19]1[C:24](F)=[CH:23][C:22](/[C:26](/[CH3:33])=[CH:27]/[C:28]([O:30][CH2:31][CH3:32])=[O:29])=[C:21]([F:34])[CH:20]=1. No catalyst specified. The product is [NH2:18][C:19]1[CH:24]=[CH:23][C:22](/[C:26](/[CH3:33])=[CH:27]/[C:28]([O:30][CH2:31][CH3:32])=[O:29])=[C:21]([F:34])[CH:20]=1. The yield is 0.170.